From a dataset of NCI-60 drug combinations with 297,098 pairs across 59 cell lines. Regression. Given two drug SMILES strings and cell line genomic features, predict the synergy score measuring deviation from expected non-interaction effect. (1) Drug 1: C1=CC(=CC=C1CCCC(=O)O)N(CCCl)CCCl. Synergy scores: CSS=14.9, Synergy_ZIP=16.0, Synergy_Bliss=17.3, Synergy_Loewe=16.8, Synergy_HSA=16.6. Drug 2: CC1C(C(CC(O1)OC2CC(OC(C2O)C)OC3=CC4=CC5=C(C(=O)C(C(C5)C(C(=O)C(C(C)O)O)OC)OC6CC(C(C(O6)C)O)OC7CC(C(C(O7)C)O)OC8CC(C(C(O8)C)O)(C)O)C(=C4C(=C3C)O)O)O)O. Cell line: MALME-3M. (2) Drug 1: C1CC(C1)(C(=O)O)C(=O)O.[NH2-].[NH2-].[Pt+2]. Drug 2: CN1C2=C(C=C(C=C2)N(CCCl)CCCl)N=C1CCCC(=O)O.Cl. Cell line: T-47D. Synergy scores: CSS=2.70, Synergy_ZIP=2.40, Synergy_Bliss=7.39, Synergy_Loewe=2.16, Synergy_HSA=2.13. (3) Drug 1: CN(C)C1=NC(=NC(=N1)N(C)C)N(C)C. Drug 2: CS(=O)(=O)OCCCCOS(=O)(=O)C. Cell line: HOP-62. Synergy scores: CSS=3.47, Synergy_ZIP=-0.939, Synergy_Bliss=0.344, Synergy_Loewe=-4.89, Synergy_HSA=-4.60. (4) Drug 1: CC1C(C(CC(O1)OC2CC(CC3=C2C(=C4C(=C3O)C(=O)C5=C(C4=O)C(=CC=C5)OC)O)(C(=O)C)O)N)O.Cl. Drug 2: CC(C)NC(=O)C1=CC=C(C=C1)CNNC.Cl. Cell line: LOX IMVI. Synergy scores: CSS=22.4, Synergy_ZIP=-11.1, Synergy_Bliss=-4.97, Synergy_Loewe=-1.29, Synergy_HSA=-1.25. (5) Drug 1: C1C(C(OC1N2C=C(C(=O)NC2=O)F)CO)O. Drug 2: CCC(=C(C1=CC=CC=C1)C2=CC=C(C=C2)OCCN(C)C)C3=CC=CC=C3.C(C(=O)O)C(CC(=O)O)(C(=O)O)O. Cell line: ACHN. Synergy scores: CSS=17.7, Synergy_ZIP=-2.73, Synergy_Bliss=0.599, Synergy_Loewe=-12.4, Synergy_HSA=0.902. (6) Drug 1: CCCCCOC(=O)NC1=NC(=O)N(C=C1F)C2C(C(C(O2)C)O)O. Drug 2: CC1CCC2CC(C(=CC=CC=CC(CC(C(=O)C(C(C(=CC(C(=O)CC(OC(=O)C3CCCCN3C(=O)C(=O)C1(O2)O)C(C)CC4CCC(C(C4)OC)O)C)C)O)OC)C)C)C)OC. Cell line: A498. Synergy scores: CSS=0.834, Synergy_ZIP=-0.727, Synergy_Bliss=-0.931, Synergy_Loewe=-4.30, Synergy_HSA=-3.57. (7) Drug 1: CC1=C2C(C(=O)C3(C(CC4C(C3C(C(C2(C)C)(CC1OC(=O)C(C(C5=CC=CC=C5)NC(=O)C6=CC=CC=C6)O)O)OC(=O)C7=CC=CC=C7)(CO4)OC(=O)C)O)C)OC(=O)C. Drug 2: COCCOC1=C(C=C2C(=C1)C(=NC=N2)NC3=CC=CC(=C3)C#C)OCCOC.Cl. Cell line: UO-31. Synergy scores: CSS=14.8, Synergy_ZIP=9.42, Synergy_Bliss=10.1, Synergy_Loewe=-1.49, Synergy_HSA=0.857. (8) Drug 1: C1=CC=C(C(=C1)C(C2=CC=C(C=C2)Cl)C(Cl)Cl)Cl. Drug 2: CN(CCCl)CCCl.Cl. Cell line: ACHN. Synergy scores: CSS=20.8, Synergy_ZIP=2.21, Synergy_Bliss=2.64, Synergy_Loewe=-38.0, Synergy_HSA=-0.390. (9) Drug 1: C1CCC(C1)C(CC#N)N2C=C(C=N2)C3=C4C=CNC4=NC=N3. Drug 2: CC=C1C(=O)NC(C(=O)OC2CC(=O)NC(C(=O)NC(CSSCCC=C2)C(=O)N1)C(C)C)C(C)C. Cell line: SR. Synergy scores: CSS=83.9, Synergy_ZIP=-2.83, Synergy_Bliss=-5.45, Synergy_Loewe=-9.30, Synergy_HSA=-5.85.